From a dataset of Reaction yield outcomes from USPTO patents with 853,638 reactions. Predict the reaction yield, written as a fraction of the theoretical maximum amount of product (1.0 means a 100% yield; for example, 0.34 means a 34% yield). (1) The reactants are [NH:1]1[CH:5]=[C:4]([C:6]#[N:7])[CH:3]=[C:2]1[C:8]#[N:9].[H-].[Na+].[NH2:12]OP(=O)(C1C=CC=CC=1)C1C=CC=CC=1. The catalyst is CN(C=O)C. The product is [NH2:12][N:1]1[CH:5]=[C:4]([C:6]#[N:7])[CH:3]=[C:2]1[C:8]#[N:9]. The yield is 0.820. (2) The catalyst is CN(C=O)C. The yield is 0.0800. The product is [CH2:21]([N:19]1[CH:20]=[C:16]([C:14]2[NH:13][C:3]3[C:4](=[O:12])[N:5]([CH2:9][CH2:10][CH3:11])[C:6]([Cl:30])=[N:7][C:2]=3[N:1]=2)[CH:17]=[N:18]1)[C:22]1[CH:27]=[CH:26][CH:25]=[CH:24][CH:23]=1. The reactants are [NH2:1][C:2]1[NH:7][C:6](=O)[N:5]([CH2:9][CH2:10][CH3:11])[C:4](=[O:12])[C:3]=1[NH:13][C:14]([C:16]1[CH:17]=[N:18][N:19]([CH2:21][C:22]2[CH:27]=[CH:26][CH:25]=[CH:24][CH:23]=2)[CH:20]=1)=O.O=P(Cl)(Cl)[Cl:30]. (3) The reactants are [CH2:1]1[O:5][C:4]2[CH:6]=[C:7]([OH:10])[CH:8]=[CH:9][C:3]=2[O:2]1.C([Mg]Cl)(C)C.[C:16]1([CH:22]([C:34]2[CH:39]=[CH:38][CH:37]=[CH:36][CH:35]=2)[N:23]2[C:31]3[C:26](=[CH:27][CH:28]=[CH:29][CH:30]=3)[C:25](=[O:32])[C:24]2=[O:33])[CH:21]=[CH:20][CH:19]=[CH:18][CH:17]=1. The catalyst is O1CCCC1.C(OCC)(=O)C. The product is [C:34]1([CH:22]([C:16]2[CH:21]=[CH:20][CH:19]=[CH:18][CH:17]=2)[N:23]2[C:31]3[C:26](=[CH:27][CH:28]=[CH:29][CH:30]=3)[C:25]([OH:32])([C:8]3[C:7]([OH:10])=[CH:6][C:4]4[O:5][CH2:1][O:2][C:3]=4[CH:9]=3)[C:24]2=[O:33])[CH:35]=[CH:36][CH:37]=[CH:38][CH:39]=1. The yield is 0.980. (4) The reactants are [CH3:1][C:2]1[CH:7]=[C:6]([CH3:8])[N:5]=[C:4]2[S:9][N:10]([CH2:13][C:14]([N:16]3[CH2:21][CH2:20][N:19](C(OC(C)(C)C)=O)[CH2:18][CH2:17]3)=[O:15])[C:11](=[O:12])[C:3]=12.C(O)(C(F)(F)F)=O. The catalyst is C(Cl)Cl. The product is [CH3:1][C:2]1[CH:7]=[C:6]([CH3:8])[N:5]=[C:4]2[S:9][N:10]([CH2:13][C:14](=[O:15])[N:16]3[CH2:21][CH2:20][NH:19][CH2:18][CH2:17]3)[C:11](=[O:12])[C:3]=12. The yield is 0.750. (5) The reactants are [C:1]([O:5][C:6]([N:8]([CH3:47])[C@@H:9]([CH3:46])[C:10]([NH:12][C@@H:13]([C:42]([CH3:45])([CH3:44])[CH3:43])[C:14]([N:16]1[C@H:25]([C:26](=[O:38])[NH:27][C@H:28]2[C:37]3[C:32](=[CH:33][CH:34]=[CH:35][CH:36]=3)[CH2:31][CH2:30][CH2:29]2)[CH2:24][C:23]2[C:18](=[CH:19][C:20]([C:39]([OH:41])=O)=[CH:21][CH:22]=2)[CH2:17]1)=[O:15])=[O:11])=[O:7])([CH3:4])([CH3:3])[CH3:2].[NH2:48][C:49]1[S:50][C:51]2[CH:57]=[CH:56][C:55]([C:58]([O:60][CH3:61])=[O:59])=[CH:54][C:52]=2[N:53]=1.C(Cl)Cl.C(Cl)CCl. The catalyst is CN(C1C=CN=CC=1)C.CN(C=O)C. The product is [C:1]([O:5][C:6]([N:8]([CH3:47])[C@@H:9]([CH3:46])[C:10]([NH:12][C@@H:13]([C:42]([CH3:44])([CH3:45])[CH3:43])[C:14]([N:16]1[C@H:25]([C:26](=[O:38])[NH:27][C@H:28]2[C:37]3[C:32](=[CH:33][CH:34]=[CH:35][CH:36]=3)[CH2:31][CH2:30][CH2:29]2)[CH2:24][C:23]2[C:18](=[CH:19][C:20]([C:39]([NH:48][C:49]3[S:50][C:51]4[CH:57]=[CH:56][C:55]([C:58]([O:60][CH3:61])=[O:59])=[CH:54][C:52]=4[N:53]=3)=[O:41])=[CH:21][CH:22]=2)[CH2:17]1)=[O:15])=[O:11])=[O:7])([CH3:4])([CH3:2])[CH3:3]. The yield is 0.940. (6) The reactants are CCN(CC)CC.[NH2:8][C:9]1[CH:14]=[C:13]([C:15]([F:18])([F:17])[F:16])[CH:12]=[CH:11][C:10]=1[C:19](=O)[CH3:20].[CH2:22]([O:24][C:25](=[O:30])[CH2:26][C:27](Cl)=[O:28])[CH3:23].CCOC(C)=O.CCCCCC. The catalyst is C(Cl)Cl.O. The product is [CH2:22]([O:24][C:25]([C:26]1[C:27]([OH:28])=[N:8][C:9]2[C:10]([C:19]=1[CH3:20])=[CH:11][CH:12]=[C:13]([C:15]([F:18])([F:17])[F:16])[CH:14]=2)=[O:30])[CH3:23]. The yield is 0.870. (7) The reactants are Br[C:2]1[CH:7]=[CH:6][C:5]([C@@H:8]([N:10]2[CH2:15][CH2:14][C@:13]([CH2:22][C:23]([CH3:27])([CH3:26])[C:24]#[N:25])([C:16]3[CH:21]=[CH:20][CH:19]=[CH:18][CH:17]=3)[O:12][C:11]2=[O:28])[CH3:9])=[CH:4][CH:3]=1.[CH3:29][C:30]1([CH3:46])[C:34]([CH3:36])([CH3:35])[O:33][B:32]([B:32]2[O:33][C:34]([CH3:36])([CH3:35])[C:30]([CH3:46])([CH3:29])[O:31]2)[O:31]1.CC([O-])=O.[K+]. The catalyst is CS(C)=O. The product is [CH3:26][C:23]([CH3:27])([CH2:22][C@@:13]1([C:16]2[CH:21]=[CH:20][CH:19]=[CH:18][CH:17]=2)[O:12][C:11](=[O:28])[N:10]([C@H:8]([C:5]2[CH:6]=[CH:7][C:2]([B:32]3[O:33][C:34]([CH3:36])([CH3:35])[C:30]([CH3:46])([CH3:29])[O:31]3)=[CH:3][CH:4]=2)[CH3:9])[CH2:15][CH2:14]1)[C:24]#[N:25]. The yield is 0.760.